Dataset: Reaction yield outcomes from USPTO patents with 853,638 reactions. Task: Predict the reaction yield, written as a fraction of the theoretical maximum amount of product (1.0 means a 100% yield; for example, 0.34 means a 34% yield). (1) The reactants are S(Cl)(Cl)=O.O[CH2:6][C:7]([NH:10][C:11]1[N:12]([CH3:29])[C:13](=[O:28])[C:14]2[C:15](=[N:17][N:18]([CH2:20][C:21]3[CH:26]=[CH:25][C:24]([Br:27])=[CH:23][CH:22]=3)[CH:19]=2)[N:16]=1)([CH3:9])[CH3:8].O.[OH-].[NH4+]. The catalyst is CN(C=O)C. The product is [Br:27][C:24]1[CH:25]=[CH:26][C:21]([CH2:20][N:18]2[CH:19]=[C:14]3[C:13](=[O:28])[N:12]([CH3:29])[C:11]4[N:16]([CH2:6][C:7]([CH3:9])([CH3:8])[N:10]=4)[C:15]3=[N:17]2)=[CH:22][CH:23]=1. The yield is 0.920. (2) The reactants are [Br:1][C:2]1[CH:3]=[C:4]([CH2:11][OH:12])[C:5]2[N:6]([N:8]=[CH:9][N:10]=2)[CH:7]=1.CC(OI1(OC(C)=O)(OC(C)=O)OC(=O)C2C=CC=CC1=2)=O. The catalyst is C(Cl)Cl. The product is [Br:1][C:2]1[CH:3]=[C:4]([CH:11]=[O:12])[C:5]2[N:6]([N:8]=[CH:9][N:10]=2)[CH:7]=1. The yield is 1.00. (3) The reactants are [F:1][C:2]1[CH:7]=[CH:6][C:5]([C:8]2[O:25][C:11]3=[N:12][C:13]([N:19]([CH3:24])[S:20]([CH3:23])(=[O:22])=[O:21])=[C:14](B(O)O)[CH:15]=[C:10]3[C:9]=2[C:26](=[O:29])[NH:27][CH3:28])=[CH:4][CH:3]=1.Cl[C:31]1[CH:32]=[CH:33][C:34]2[N:35]=[C:36]([CH2:49][N:50]3[CH2:53][CH:52]([F:54])[CH2:51]3)[N:37]3[C:45]4[CH:44]=[CH:43][CH:42]=[C:41]([F:46])[C:40]=4[CH:39]=[C:38]3[C:47]=2[N:48]=1.C([O-])([O-])=O.[Cs+].[Cs+]. The yield is 0.150. The catalyst is O1CCOCC1. The product is [F:46][C:41]1[C:40]2[CH:39]=[C:38]3[C:47]4[N:48]=[C:31]([C:14]5[CH:15]=[C:10]6[C:9]([C:26]([NH:27][CH3:28])=[O:29])=[C:8]([C:5]7[CH:6]=[CH:7][C:2]([F:1])=[CH:3][CH:4]=7)[O:25][C:11]6=[N:12][C:13]=5[N:19]([CH3:24])[S:20]([CH3:23])(=[O:22])=[O:21])[CH:32]=[CH:33][C:34]=4[N:35]=[C:36]([CH2:49][N:50]4[CH2:51][CH:52]([F:54])[CH2:53]4)[N:37]3[C:45]=2[CH:44]=[CH:43][CH:42]=1. (4) The reactants are I[C:2]1[S:6][C:5]([C:7]2[CH:8]=[C:9]3[C:14](=[CH:15][CH:16]=2)[C:13](=[O:17])[N:12]([CH3:18])[CH2:11][CH2:10]3)=[CH:4][CH:3]=1.CC1(C)C(C)(C)OB([C:27]2[CH:28]=[C:29]([NH:33][C:34](=[O:40])[O:35][C:36]([CH3:39])([CH3:38])[CH3:37])[CH:30]=[N:31][CH:32]=2)O1. No catalyst specified. The product is [CH3:18][N:12]1[CH2:11][CH2:10][C:9]2[C:14](=[CH:15][CH:16]=[C:7]([C:5]3[S:6][C:2]([C:27]4[CH:28]=[C:29]([NH:33][C:34](=[O:40])[O:35][C:36]([CH3:38])([CH3:37])[CH3:39])[CH:30]=[N:31][CH:32]=4)=[CH:3][CH:4]=3)[CH:8]=2)[C:13]1=[O:17]. The yield is 0.550. (5) The reactants are [CH3:1][O:2][C:3]1[CH:4]=[C:5]([CH:11]([C:13]2[CH:23]=[CH:22][C:16]3[N:17]([CH3:21])[C:18]([CH3:20])=[N:19][C:15]=3[CH:14]=2)[OH:12])[CH:6]=[C:7]([O:9][CH3:10])[CH:8]=1. The product is [CH3:10][O:9][C:7]1[CH:6]=[C:5]([C:11]([C:13]2[CH:23]=[CH:22][C:16]3[N:17]([CH3:21])[C:18]([CH3:20])=[N:19][C:15]=3[CH:14]=2)=[O:12])[CH:4]=[C:3]([O:2][CH3:1])[CH:8]=1. The yield is 0.990. The catalyst is C(Cl)Cl.O=[Mn]=O.